Dataset: Catalyst prediction with 721,799 reactions and 888 catalyst types from USPTO. Task: Predict which catalyst facilitates the given reaction. (1) Reactant: [ClH:1].[CH2:2]([NH:6][CH2:7][C@@H:8]([C@H:10]([C@@H:12]([C@@H:14]([CH2:16][OH:17])[OH:15])[OH:13])[OH:11])[OH:9])[CH2:3][CH2:4][CH3:5].[OH-].[Na+]. Product: [ClH:1].[CH2:2]([NH:6][CH2:7][C@@H:8]1[O:9][C@:14]([OH:15])([CH2:16][OH:17])[C@@H:12]([OH:13])[C@@H:10]1[OH:11])[CH2:3][CH2:4][CH3:5]. The catalyst class is: 6. (2) Reactant: C1([C:7]2[NH:11][C:10]3[C:12]([C:16]([O:18]C)=[O:17])=[CH:13][CH:14]=[CH:15][C:9]=3[N:8]=2)C=CC=CC=1.[OH-].[Na+].Cl. Product: [C:9]1([N:11]2[C:10]3[C:12]([C:16]([OH:18])=[O:17])=[CH:13][CH:14]=[CH:15][C:9]=3[N:8]=[CH:7]2)[CH:15]=[CH:14][CH:13]=[CH:12][CH:10]=1. The catalyst class is: 1. (3) Reactant: [N+:1]([C:4]1[CH:14]([CH2:15][O:16][C:17]2[CH:22]=[CH:21][C:20]([C:23]3[NH:27][N:26]=[CH:25][CH:24]=3)=[CH:19][CH:18]=2)[CH:8]2[CH2:9][C:10]([CH3:13])([CH3:12])[O:11][C:7]2=[C:6]([CH3:28])[C:5]=1[CH3:29])([O-])=O. Product: [NH2:1][C:4]1[CH:14]([CH2:15][O:16][C:17]2[CH:18]=[CH:19][C:20]([C:23]3[NH:27][N:26]=[CH:25][CH:24]=3)=[CH:21][CH:22]=2)[CH:8]2[CH2:9][C:10]([CH3:13])([CH3:12])[O:11][C:7]2=[C:6]([CH3:28])[C:5]=1[CH3:29]. The catalyst class is: 183. (4) Reactant: Cl.[CH3:2][NH:3][O:4][CH3:5].CCN(C(C)C)C(C)C.CN(C(ON1N=NC2C=CC=NC1=2)=[N+](C)C)C.F[P-](F)(F)(F)(F)F.[CH:39]1([CH:42]([NH:46][C:47]([CH:49]2[CH2:54][C:53]([CH3:68])([S:55]([C:58]3[CH:63]=[CH:62][CH:61]=[C:60]([C:64]([F:67])([F:66])[F:65])[CH:59]=3)(=[O:57])=[O:56])[CH2:52][CH2:51][O:50]2)=[O:48])[C:43](O)=[O:44])[CH2:41][CH2:40]1. Product: [CH:39]1([CH:42]([NH:46][C:47]([CH:49]2[CH2:54][C:53]([CH3:68])([S:55]([C:58]3[CH:63]=[CH:62][CH:61]=[C:60]([C:64]([F:67])([F:66])[F:65])[CH:59]=3)(=[O:56])=[O:57])[CH2:52][CH2:51][O:50]2)=[O:48])[C:43]([N:3]([O:4][CH3:5])[CH3:2])=[O:44])[CH2:40][CH2:41]1. The catalyst class is: 31. (5) Reactant: [NH2:1][C@H:2]1[CH2:6][CH2:5][N:4]([CH:7]2[CH2:12][CH2:11][N:10]([C:13]([O:15][CH2:16][C:17]3[CH:22]=[CH:21][CH:20]=[CH:19][CH:18]=3)=[O:14])[CH2:9][CH2:8]2)[C:3]1=[O:23].C1C=CC(P(C2C=CC3C(=CC=CC=3)C=2C2C3C(=CC=CC=3)C=CC=2P(C2C=CC=CC=2)C2C=CC=CC=2)C2C=CC=CC=2)=CC=1.Br[C:71]1[CH:76]=[C:75]([CH3:77])[C:74]([S:78]([CH3:81])(=[O:80])=[O:79])=[CH:73][C:72]=1[F:82].C([O-])([O-])=O.[Cs+].[Cs+]. Product: [F:82][C:72]1[CH:73]=[C:74]([S:78]([CH3:81])(=[O:80])=[O:79])[C:75]([CH3:77])=[CH:76][C:71]=1[NH:1][C@H:2]1[CH2:6][CH2:5][N:4]([CH:7]2[CH2:12][CH2:11][N:10]([C:13]([O:15][CH2:16][C:17]3[CH:22]=[CH:21][CH:20]=[CH:19][CH:18]=3)=[O:14])[CH2:9][CH2:8]2)[C:3]1=[O:23]. The catalyst class is: 101.